Dataset: Peptide-MHC class II binding affinity with 134,281 pairs from IEDB. Task: Regression. Given a peptide amino acid sequence and an MHC pseudo amino acid sequence, predict their binding affinity value. This is MHC class II binding data. The peptide sequence is LASSCQVAFSYFPPP. The MHC is DRB1_0701 with pseudo-sequence DRB1_0701. The binding affinity (normalized) is 0.519.